This data is from Experimentally validated miRNA-target interactions with 360,000+ pairs, plus equal number of negative samples. The task is: Binary Classification. Given a miRNA mature sequence and a target amino acid sequence, predict their likelihood of interaction. (1) The miRNA is hsa-miR-4724-3p with sequence GUACCUUCUGGUUCAGCUAGU. The protein sequence of the target gene is MGDWSALGKLLDKVQAYSTAGGKVWLSVLFIFRILLLGTAVESAWGDEQSAFRCNTQQPGCENVCYDKSFPISHVRFWVLQIIFVSVPTLLYLAHVFYVMRKEEKLNKKEEELKVAQTDGVNVDMHLKQIEIKKFKYGIEEHGKVKMRGGLLRTYIISILFKSIFEVAFLLIQWYIYGFSLSAVYTCKRDPCPHQVDCFLSRPTEKTIFIIFMLVVSLVSLALNIIELFYVFFKGVKDRVKGKSDPYHATSGALSPAKDCGSQKYAYFNGCSSPTAPLSPMSPPGYKLVTGDRNNSSCRN.... Result: 0 (no interaction). (2) The miRNA is mmu-miR-297a-5p with sequence AUGUAUGUGUGCAUGUGCAUGU. Result: 1 (interaction). The protein sequence of the target gene is MAEEAAPSESRAAGRLSLELCAEALPGRREEVGHEDTASHRRPRADPRRWASGLLLLLWLLEAPLLLGVRAQAAGQVSGPGQQAPPPPQPQQSGQQYNGERGISIPDHGYCQPISIPLCTDIAYNQTIMPNLLGHTNQEDAGLEVHQFYPLVKVQCSAELKFFLCSMYAPVCTVLEQALPPCRSLCERARQGCEALMNKFGFQWPDTLKCEKFPVHGAGELCVGQNTSDKGTPTPSLLPEFWTSNPQHGGGGYRGGYPGGAGTVERGKFSCPRALRVPSYLNYHFLGEKDCGAPCEPTKV.... (3) The miRNA is hsa-miR-4496 with sequence GAGGAAACUGAAGCUGAGAGGG. The protein sequence of the target gene is MAPEASPERSCSLHTCPLEDPTGAPVPPPTVSTLQAIDPTSPLTAGHFAFPRAPQDYQEGSSLLGLGDQASLCAHVSNLSTSIDTSQHDGVWKQPSVQRHVVSVRQERTFRMPKSYSHMIADWPVAVIVGCLAFIFLCTLAGLLGSPPLDFSEPLLGFEPRDTEIGRRLEVWKAMQALTGPKNLLSLSPDPEMNSSSLLSTLSPAAWGRAEESVVRTKRMVGPVEVKEEENFFCGRPEKSHAKLVFVSTSGGSLWNLQAIHSMCRIEQEQIRSHISFGALCQRSAANECCPSWSLGNYLA.... Result: 0 (no interaction). (4) The miRNA is hsa-miR-130b-3p with sequence CAGUGCAAUGAUGAAAGGGCAU. The protein sequence of the target gene is MYCLQWLLPVLLIPKPLNPALWFSHSMFMGFYLLSFLLERKPCTICALVFLAALFLICYSCWGNCFLYHCSDSPLPESAHDPGVVGT. Result: 1 (interaction). (5) The miRNA is hsa-miR-3911 with sequence UGUGUGGAUCCUGGAGGAGGCA. The protein sequence of the target gene is MLIKEYHILLPMSLDEYQVAQLYMIQKKSREESSGEGSGVEILANRPYTDGPGGSGQYTHKVYHVGSHIPGWFRALLPKAALQVEEESWNAYPYTRTRYTCPFVEKFSIEIETYYLPDGGQQPNVFNLSGAERRQRILDTIDIVRDAVAPGEYKAEEDPRLYHSVKTGRGPLSDDWARTAAQTGPLMCAYKLCKVEFRYWGMQAKIEQFIHDVGLRRVMLRAHRQAWCWQDEWTELSMADIRALEEETARMLAQRMAKCNTGSEGSEAQPPGKPSTEARSAASNTGTPDGPEAPPGPDAS.... Result: 0 (no interaction).